The task is: Predict the reactants needed to synthesize the given product.. This data is from Full USPTO retrosynthesis dataset with 1.9M reactions from patents (1976-2016). Given the product [CH3:31][O:30][C:7]1[C:8]([NH:9][C:10]([C:12]2[N:13]=[C:14]([O:17][C:18]3[CH:19]=[C:20]4[C:24](=[CH:25][C:26]=3[CH3:27])[CH2:23][CH2:22][C:21]4([CH3:29])[CH3:28])[S:15][CH:16]=2)=[O:11])=[C:3]([O:2][CH3:1])[N:4]=[C:5]([N:32]2[CH2:33][CH2:34][NH:35][CH2:36][CH2:37]2)[N:6]=1, predict the reactants needed to synthesize it. The reactants are: [CH3:1][O:2][C:3]1[C:8]([NH:9][C:10]([C:12]2[N:13]=[C:14]([O:17][C:18]3[CH:19]=[C:20]4[C:24](=[CH:25][C:26]=3[CH3:27])[CH2:23][CH2:22][C:21]4([CH3:29])[CH3:28])[S:15][CH:16]=2)=[O:11])=[C:7]([O:30][CH3:31])[N:6]=[C:5]([N:32]2[CH2:37][CH2:36][N:35](C(OC(C)(C)C)=O)[CH2:34][CH2:33]2)[N:4]=1.C(=O)([O-])O.[Na+].